Task: Predict the reactants needed to synthesize the given product.. Dataset: Full USPTO retrosynthesis dataset with 1.9M reactions from patents (1976-2016) (1) The reactants are: [CH3:1][O:2][C:3]1[CH:22]=[CH:21][C:6]([CH2:7][N:8]2[CH:12]=[C:11]([C:13](=[O:16])[CH:14]=[CH2:15])[C:10]([C:17]([OH:20])([CH3:19])[CH3:18])=[N:9]2)=[CH:5][CH:4]=1.B(F)(F)F.CCOCC. Given the product [CH3:1][O:2][C:3]1[CH:22]=[CH:21][C:6]([CH2:7][N:8]2[CH:12]=[C:11]3[C:13](=[O:16])[CH2:14][CH2:15][O:20][C:17]([CH3:18])([CH3:19])[C:10]3=[N:9]2)=[CH:5][CH:4]=1, predict the reactants needed to synthesize it. (2) The reactants are: S1C2C=CC=CC=2N=C1N(COCC[Si](C)(C)C)C(C1C=CC=[C:17]2[C:22]=1[CH2:21][N:20]([C:23]1SC(CN3CCN(C4C=CC=CC=4)CC3)=C(C(OC)=O)N=1)[CH2:19][CH2:18]2)=O.[NH2:53][C:54]1[CH:59]=[CH:58][C:57]([OH:60])=[CH:56][CH:55]=1.CN1CCC(=O)CC1. Given the product [CH3:23][N:20]1[CH2:21][CH2:22][CH:17]([NH:53][C:54]2[CH:59]=[CH:58][C:57]([OH:60])=[CH:56][CH:55]=2)[CH2:18][CH2:19]1, predict the reactants needed to synthesize it. (3) Given the product [CH:1]([N:4]([SiH3:18])[CH:5]1[CH2:10][CH2:9][CH2:8][CH2:7][CH2:6]1)([CH3:3])[CH3:2], predict the reactants needed to synthesize it. The reactants are: [CH:1]([NH:4][CH:5]1[CH2:10][CH2:9][CH2:8][CH2:7][CH2:6]1)([CH3:3])[CH3:2].C(N([SiH3:18])C(C)C)(C)C. (4) Given the product [CH2:1]1[C:9]2[C:4](=[C:5]([NH:10][C:11](=[O:13])[CH3:12])[CH:6]=[CH:7][CH:8]=2)[CH2:3][CH2:2]1, predict the reactants needed to synthesize it. The reactants are: [CH2:1]1[C:9]2[C:4](=[C:5]([NH2:10])[CH:6]=[CH:7][CH:8]=2)[CH2:3][CH2:2]1.[C:11](OC(=O)C)(=[O:13])[CH3:12]. (5) Given the product [Si:1]([O:8][CH2:9][C:10]1([CH3:30])[S:16][CH2:15][CH2:14][N:13]2[C:17]([C:20]3([C:23]4[CH:28]=[CH:27][C:26]([C:34]5[CH:35]=[CH:36][N:31]=[CH:32][CH:33]=5)=[CH:25][CH:24]=4)[CH2:22][CH2:21]3)=[N:18][N:19]=[C:12]2[CH2:11]1)([C:4]([CH3:7])([CH3:6])[CH3:5])([CH3:3])[CH3:2], predict the reactants needed to synthesize it. The reactants are: [Si:1]([O:8][CH2:9][C:10]1([CH3:30])[S:16][CH2:15][CH2:14][N:13]2[C:17]([C:20]3([C:23]4[CH:28]=[CH:27][C:26](Cl)=[CH:25][CH:24]=4)[CH2:22][CH2:21]3)=[N:18][N:19]=[C:12]2[CH2:11]1)([C:4]([CH3:7])([CH3:6])[CH3:5])([CH3:3])[CH3:2].[N:31]1[CH:36]=[CH:35][C:34](B(O)O)=[CH:33][CH:32]=1.C1(P(C2CCCCC2)C2CCCCC2)CCCCC1.P([O-])([O-])([O-])=O.[K+].[K+].[K+].C(=O)([O-])O.[Na+]. (6) Given the product [F:33][C:32]([F:35])([F:34])[C:30]([OH:36])=[O:31].[NH2:22][CH2:21][CH2:20][CH2:19][CH:16]1[CH2:17][CH2:18][N:13]([C:10]2[C:11]3[S:12][C:4]([C:1]([NH2:2])=[O:3])=[CH:5][C:6]=3[N:7]=[CH:8][N:9]=2)[CH2:14][CH2:15]1, predict the reactants needed to synthesize it. The reactants are: [C:1]([C:4]1[S:12][C:11]2[C:10]([N:13]3[CH2:18][CH2:17][CH:16]([CH2:19][CH2:20][CH2:21][NH:22]C(=O)OC(C)(C)C)[CH2:15][CH2:14]3)=[N:9][CH:8]=[N:7][C:6]=2[CH:5]=1)(=[O:3])[NH2:2].[C:30]([OH:36])([C:32]([F:35])([F:34])[F:33])=[O:31].